This data is from NCI-60 drug combinations with 297,098 pairs across 59 cell lines. The task is: Regression. Given two drug SMILES strings and cell line genomic features, predict the synergy score measuring deviation from expected non-interaction effect. (1) Drug 2: CN(CCCl)CCCl.Cl. Drug 1: C#CCC(CC1=CN=C2C(=N1)C(=NC(=N2)N)N)C3=CC=C(C=C3)C(=O)NC(CCC(=O)O)C(=O)O. Synergy scores: CSS=21.2, Synergy_ZIP=-0.558, Synergy_Bliss=0.892, Synergy_Loewe=-2.32, Synergy_HSA=-2.84. Cell line: COLO 205. (2) Drug 1: C1=CC=C(C=C1)NC(=O)CCCCCCC(=O)NO. Drug 2: CC1C(C(CC(O1)OC2CC(CC3=C2C(=C4C(=C3O)C(=O)C5=CC=CC=C5C4=O)O)(C(=O)C)O)N)O. Cell line: NCI/ADR-RES. Synergy scores: CSS=36.4, Synergy_ZIP=-2.04, Synergy_Bliss=0.759, Synergy_Loewe=1.14, Synergy_HSA=3.56.